From a dataset of Catalyst prediction with 721,799 reactions and 888 catalyst types from USPTO. Predict which catalyst facilitates the given reaction. (1) Reactant: [Br:1][CH:2]([CH3:12])[C:3]([C:5]1[CH:10]=[CH:9][C:8]([Br:11])=[CH:7][CH:6]=1)=O.[OH:13][CH2:14][C:15]([NH:18][C:19]([NH2:21])=[S:20])([CH3:17])[CH3:16]. Product: [BrH:1].[Br:11][C:8]1[CH:9]=[CH:10][C:5]([C:3]2[N:21]=[C:19]([NH:18][C:15]([CH3:17])([CH3:16])[CH2:14][OH:13])[S:20][C:2]=2[CH3:12])=[CH:6][CH:7]=1. The catalyst class is: 8. (2) Reactant: [C:1]1([OH:7])[CH:6]=[CH:5][CH:4]=[CH:3][CH:2]=1.[H-].[Na+].[NH2:10][C:11]1[C:16](Br)=[N:15][C:14]([C:18]2[CH:23]=[CH:22][CH:21]=[CH:20][CH:19]=2)=[CH:13][N:12]=1. Product: [NH2:10][C:11]1[C:16]([O:7][C:1]2[CH:6]=[CH:5][CH:4]=[CH:3][CH:2]=2)=[N:15][C:14]([C:18]2[CH:23]=[CH:22][CH:21]=[CH:20][CH:19]=2)=[CH:13][N:12]=1. The catalyst class is: 3.